This data is from Peptide-MHC class I binding affinity with 185,985 pairs from IEDB/IMGT. The task is: Regression. Given a peptide amino acid sequence and an MHC pseudo amino acid sequence, predict their binding affinity value. This is MHC class I binding data. (1) The peptide sequence is SLDQTHIKTI. The MHC is HLA-A68:02 with pseudo-sequence HLA-A68:02. The binding affinity (normalized) is 0.174. (2) The peptide sequence is ILDAHSLYL. The MHC is HLA-A02:01 with pseudo-sequence HLA-A02:01. The binding affinity (normalized) is 0.976. (3) The peptide sequence is GKQSSKALQR. The binding affinity (normalized) is 0.418. The MHC is HLA-A03:02 with pseudo-sequence HLA-A03:02. (4) The peptide sequence is LLFKLLEYS. The MHC is H-2-Kb with pseudo-sequence H-2-Kb. The binding affinity (normalized) is 0. (5) The peptide sequence is VAAKGAPAL. The MHC is HLA-A02:06 with pseudo-sequence HLA-A02:06. The binding affinity (normalized) is 0.689.